Task: Predict which catalyst facilitates the given reaction.. Dataset: Catalyst prediction with 721,799 reactions and 888 catalyst types from USPTO (1) Product: [F:1][C:2]1[CH:20]=[C:19]([F:21])[CH:18]=[CH:17][C:3]=1[CH2:4][N:5]1[C:9]2=[CH:10][N:11]=[C:12]([C:14]([NH:29][OH:38])=[O:15])[CH:13]=[C:8]2[CH:7]=[CH:6]1. Reactant: [F:1][C:2]1[CH:20]=[C:19]([F:21])[CH:18]=[CH:17][C:3]=1[CH2:4][N:5]1[C:9]2=[CH:10][N:11]=[C:12]([C:14](O)=[O:15])[CH:13]=[C:8]2[CH:7]=[CH:6]1.F[P-](F)(F)(F)(F)F.[N:29]1([O:38]C(N(C)C)=[N+](C)C)C2N=CC=CC=2N=N1.C(N(CC)CC)C.Cl.NO. The catalyst class is: 3. (2) Reactant: [CH2:1]([N:3]=[C:4]=[O:5])[CH3:2].[CH:6]12[CH2:14][CH:10]([CH2:11][NH:12][CH2:13]1)[CH2:9][N:8]([CH2:15][C@H:16]([OH:27])[CH2:17][O:18][C:19]1[CH:26]=[CH:25][C:22]([C:23]#[N:24])=[CH:21][CH:20]=1)[CH2:7]2. Product: [C:23]([C:22]1[CH:21]=[CH:20][C:19]([O:18][CH2:17][C@@H:16]([OH:27])[CH2:15][N:8]2[CH2:9][CH:10]3[CH2:14][CH:6]([CH2:13][N:12]([C:4]([NH:3][CH2:1][CH3:2])=[O:5])[CH2:11]3)[CH2:7]2)=[CH:26][CH:25]=1)#[N:24]. The catalyst class is: 4. (3) The catalyst class is: 23. Product: [C:1]([O:5][CH:6]([C:12]1[C:21]([CH3:22])=[C:20]([F:25])[C:19]2[C:14](=[CH:15][CH:16]=[CH:17][CH:18]=2)[C:13]=1[OH:23])[C:7]([O:9][CH2:10][CH3:11])=[O:8])([CH3:4])([CH3:2])[CH3:3]. Reactant: [C:1]([O:5][CH:6]([C:12]1[C:21]([CH3:22])=[CH:20][C:19]2[C:14](=[CH:15][CH:16]=[CH:17][CH:18]=2)[C:13]=1[OH:23])[C:7]([O:9][CH2:10][CH3:11])=[O:8])([CH3:4])([CH3:3])[CH3:2].[B-](F)(F)(F)[F:25].[B-](F)(F)(F)F.C1[N+]2(CCl)CC[N+](F)(CC2)C1.O. (4) Reactant: [Cl:1][C:2]1[CH:14]=[CH:13][C:5]2[C:6](=[O:12])[O:7][C:8]([CH3:11])(C)[O:9][C:4]=2[CH:3]=1.[C:17]([O:19][CH3:20])(=[O:18])C[C:17]([O:19][CH3:20])=[O:18].[H-].[Na+].Cl. Product: [CH3:20][O:19][C:17]([C:11]1[C:8](=[O:7])[O:9][C:4]2[C:5]([C:6]=1[OH:12])=[CH:13][CH:14]=[C:2]([Cl:1])[CH:3]=2)=[O:18]. The catalyst class is: 18. (5) Reactant: [N:1]1([C:7]2[N:12]=[C:11]([N:13]3[CH:18]4[CH2:19][CH2:20][CH:14]3[CH2:15][O:16][CH2:17]4)[N:10]=[C:9]([C:21]3[CH:27]=[CH:26][C:24]([NH2:25])=[CH:23][CH:22]=3)[N:8]=2)[CH2:6][CH2:5][O:4][CH2:3][CH2:2]1.CCN(CC)CC.ClC(Cl)(O[C:39](=[O:45])OC(Cl)(Cl)Cl)Cl.[NH2:47][C:48]1[CH:53]=[CH:52][N:51]=[CH:50][CH:49]=1. The catalyst class is: 22. Product: [N:1]1([C:7]2[N:12]=[C:11]([N:13]3[CH:14]4[CH2:20][CH2:19][CH:18]3[CH2:17][O:16][CH2:15]4)[N:10]=[C:9]([C:21]3[CH:27]=[CH:26][C:24]([NH:25][C:39]([NH:47][C:48]4[CH:53]=[CH:52][N:51]=[CH:50][CH:49]=4)=[O:45])=[CH:23][CH:22]=3)[N:8]=2)[CH2:2][CH2:3][O:4][CH2:5][CH2:6]1. (6) Reactant: C(OC([NH:8][C:9]([CH3:27])([CH3:26])[CH2:10][CH2:11][N:12]1[C:16]2[CH:17]=[CH:18][CH:19]=[C:20]([C:21]([O:23][CH2:24][CH3:25])=[O:22])[C:15]=2[N:14]=[CH:13]1)=O)(C)(C)C.FC(F)(F)C(O)=O. Product: [NH2:8][C:9]([CH3:26])([CH3:27])[CH2:10][CH2:11][N:12]1[C:16]2[CH:17]=[CH:18][CH:19]=[C:20]([C:21]([O:23][CH2:24][CH3:25])=[O:22])[C:15]=2[N:14]=[CH:13]1. The catalyst class is: 4. (7) Reactant: C(#N)C.[NH2:4][C:5]1[NH:9][N:8]=[CH:7][C:6]=1[C:10]#[N:11].C(N(CC)CC)C.Br[C:20]([C:33]1[CH:38]=[CH:37][CH:36]=[CH:35][CH:34]=1)([C:27]1[CH:32]=[CH:31][CH:30]=[CH:29][CH:28]=1)[C:21]1[CH:26]=[CH:25][CH:24]=[CH:23][CH:22]=1. Product: [C:20]([NH:4][C:5]1[C:6]([C:10]#[N:11])=[CH:7][NH:8][N:9]=1)([C:21]1[CH:26]=[CH:25][CH:24]=[CH:23][CH:22]=1)([C:33]1[CH:34]=[CH:35][CH:36]=[CH:37][CH:38]=1)[C:27]1[CH:28]=[CH:29][CH:30]=[CH:31][CH:32]=1. The catalyst class is: 7.